The task is: Predict the product of the given reaction.. This data is from Forward reaction prediction with 1.9M reactions from USPTO patents (1976-2016). Given the reactants [CH:1]1([C:7]2[CH:13]=[CH:12][C:10]([NH2:11])=[CH:9][CH:8]=2)[CH2:6][CH2:5][CH2:4][CH2:3][CH2:2]1.[CH:14]1[C:26]2[CH:25]([CH2:27][O:28][C:29]([N:31]3[CH2:36][CH2:35][N:34](C(OC(C)(C)C)=O)[CH2:33][CH:32]3[CH2:44][C:45](O)=[O:46])=[O:30])[C:24]3[C:19](=[CH:20][CH:21]=[CH:22][CH:23]=3)[C:18]=2[CH:17]=[CH:16][CH:15]=1, predict the reaction product. The product is: [CH:14]1[C:26]2[CH:25]([CH2:27][O:28][C:29]([N:31]3[CH2:36][CH2:35][NH:34][CH2:33][CH:32]3[CH2:44][C:45](=[O:46])[NH:11][C:10]3[CH:9]=[CH:8][C:7]([CH:1]4[CH2:2][CH2:3][CH2:4][CH2:5][CH2:6]4)=[CH:13][CH:12]=3)=[O:30])[C:24]3[C:19](=[CH:20][CH:21]=[CH:22][CH:23]=3)[C:18]=2[CH:17]=[CH:16][CH:15]=1.